Dataset: Full USPTO retrosynthesis dataset with 1.9M reactions from patents (1976-2016). Task: Predict the reactants needed to synthesize the given product. (1) Given the product [C:1]([O:5][N:6]=[C:7]1[C:16]2[C:11](=[CH:12][C:13]([C:30]#[C:29][CH2:28][OH:31])=[CH:14][CH:15]=2)[O:10][C:9]([C:18]2[N:19]=[CH:20][C:21]3[C:26]([CH:27]=2)=[CH:25][CH:24]=[CH:23][CH:22]=3)=[CH:8]1)([CH3:4])([CH3:3])[CH3:2], predict the reactants needed to synthesize it. The reactants are: [C:1]([O:5][N:6]=[C:7]1[C:16]2[C:11](=[CH:12][C:13](Br)=[CH:14][CH:15]=2)[O:10][C:9]([C:18]2[N:19]=[CH:20][C:21]3[C:26]([CH:27]=2)=[CH:25][CH:24]=[CH:23][CH:22]=3)=[CH:8]1)([CH3:4])([CH3:3])[CH3:2].[CH2:28]([OH:31])[C:29]#[CH:30]. (2) Given the product [NH2:39][C@@H:20]([CH2:19][S:18][CH2:17][C@H:16]([O:40][C:41](=[O:53])[CH2:42][CH2:43][CH2:44][CH2:45][CH2:46][CH2:47][CH2:48][CH2:49][CH2:50][CH2:51][CH3:52])[CH2:15][O:14][C:1](=[O:13])[CH2:2][CH2:3][CH2:4][CH2:5][CH2:6][CH2:7][CH2:8][CH2:9][CH2:10][CH2:11][CH3:12])[C:21]([NH:23][CH2:24][CH2:25][CH2:26][CH2:27][CH2:28][C:29]([OH:31])=[O:30])=[O:22], predict the reactants needed to synthesize it. The reactants are: [C:1]([O:14][CH2:15][C@@H:16]([O:40][C:41](=[O:53])[CH2:42][CH2:43][CH2:44][CH2:45][CH2:46][CH2:47][CH2:48][CH2:49][CH2:50][CH2:51][CH3:52])[CH2:17][S:18][CH2:19][C@H:20]([NH2:39])[C:21]([NH:23][CH2:24][CH2:25][CH2:26][CH2:27][CH2:28][C:29]([O:31]CC1C=CC=CC=1)=[O:30])=[O:22])(=[O:13])[CH2:2][CH2:3][CH2:4][CH2:5][CH2:6][CH2:7][CH2:8][CH2:9][CH2:10][CH2:11][CH3:12].